Dataset: Full USPTO retrosynthesis dataset with 1.9M reactions from patents (1976-2016). Task: Predict the reactants needed to synthesize the given product. The reactants are: [CH2:1](N1CCC[C@@H](OC2C(Cl)=CC(C(OC(C)(C)C)=O)=C(F)C=2)C1)[C:2]1[CH:7]=CC=CC=1.[C:30]([O:34][C:35]([C:37]1[C:57]([F:58])=[CH:56][C:40]([O:41][CH2:42][C@H:43]2[CH2:48][CH2:47][CH2:46][N:45]([C:49]([O:51][C:52]([CH3:55])([CH3:54])[CH3:53])=[O:50])[CH2:44]2)=[C:39](Cl)[CH:38]=1)=[O:36])([CH3:33])([CH3:32])[CH3:31]. Given the product [C:30]([O:34][C:35]([C:37]1[C:57]([F:58])=[CH:56][C:40]([O:41][CH2:42][C@H:43]2[CH2:48][CH2:47][CH2:46][N:45]([C:49]([O:51][C:52]([CH3:55])([CH3:54])[CH3:53])=[O:50])[CH2:44]2)=[C:39]([CH:7]2[CH2:2][CH2:1]2)[CH:38]=1)=[O:36])([CH3:33])([CH3:32])[CH3:31], predict the reactants needed to synthesize it.